This data is from Catalyst prediction with 721,799 reactions and 888 catalyst types from USPTO. The task is: Predict which catalyst facilitates the given reaction. (1) Reactant: [NH2:1][C:2]1[CH:7]=[CH:6][CH:5]=[CH:4][N:3]=1.[NH:8]1[C:12]2C=CC=C[C:11]=2N=N1.[C-]#N.[K+].C(Cl)(=O)C. Product: [N:1]1[CH:11]=[C:12]([NH2:8])[N:3]2[CH:4]=[CH:5][CH:6]=[CH:7][C:2]=12. The catalyst class is: 780. (2) Reactant: [CH2:1]([NH2:8])[CH2:2][CH2:3][CH2:4][CH2:5][CH2:6][CH3:7].N1[CH:14]=[CH:13]C=CC=1.C(Cl)(=[O:17])C. Product: [CH2:3]([CH2:2][C:1]([NH2:8])=[O:17])[CH2:4][CH2:5][CH2:6][CH2:7][CH2:13][CH3:14]. The catalyst class is: 2. (3) Reactant: [N+:1]([C:4]1[CH:5]=[CH:6][C:7]2[NH:12][C:11](=[O:13])[CH2:10][O:9][C:8]=2[CH:14]=1)([O-])=O.[H][H]. Product: [NH2:1][C:4]1[CH:5]=[CH:6][C:7]2[NH:12][C:11](=[O:13])[CH2:10][O:9][C:8]=2[CH:14]=1. The catalyst class is: 394. (4) Reactant: [SH:1][C:2]1[CH:7]=[CH:6][C:5]([B:8]([OH:10])[OH:9])=[CH:4][CH:3]=1.Br[CH2:12][CH2:13][CH2:14][O:15][CH3:16].C([O-])([O-])=O.[K+].[K+].[Na+].[I-].Cl. Product: [CH3:16][O:15][CH2:14][CH2:13][CH2:12][S:1][C:2]1[CH:7]=[CH:6][C:5]([B:8]([OH:10])[OH:9])=[CH:4][CH:3]=1. The catalyst class is: 144. (5) Reactant: [CH3:1][O:2][C:3]1[N:8]=[CH:7][C:6]([C:9]2[CH:14]=[CH:13][CH:12]=[CH:11][C:10]=2[N:15]2[CH2:20][CH2:19][NH:18][CH2:17][CH2:16]2)=[CH:5][N:4]=1.[N:21]1([CH2:30][C:31](O)=[O:32])[C:25]2=[N:26][CH:27]=[CH:28][CH:29]=[C:24]2[CH:23]=[CH:22]1.CN(C(ON1N=NC2C=CC=CC1=2)=[N+](C)C)C.[B-](F)(F)(F)F.CCN(C(C)C)C(C)C. Product: [CH3:1][O:2][C:3]1[N:4]=[CH:5][C:6]([C:9]2[CH:14]=[CH:13][CH:12]=[CH:11][C:10]=2[N:15]2[CH2:20][CH2:19][N:18]([C:31](=[O:32])[CH2:30][N:21]3[C:25]4=[N:26][CH:27]=[CH:28][CH:29]=[C:24]4[CH:23]=[CH:22]3)[CH2:17][CH2:16]2)=[CH:7][N:8]=1. The catalyst class is: 4. (6) Reactant: [C:1]([O:4][CH2:5][C:6]1[N:11]([C:12]2[CH:13]=[C:14]([CH:19]=[CH:20][CH:21]=2)[C:15]([O:17][CH3:18])=[O:16])[C:10](=[O:22])[C:9]([Br:23])=[C:8]([OH:24])[CH:7]=1)(=[O:3])[CH3:2].C([O-])([O-])=O.[K+].[K+].[F:31][C:32]1[CH:39]=[C:38]([F:40])[CH:37]=[CH:36][C:33]=1[CH2:34]Br. Product: [C:1]([O:4][CH2:5][C:6]1[N:11]([C:12]2[CH:13]=[C:14]([CH:19]=[CH:20][CH:21]=2)[C:15]([O:17][CH3:18])=[O:16])[C:10](=[O:22])[C:9]([Br:23])=[C:8]([O:24][CH2:34][C:33]2[CH:36]=[CH:37][C:38]([F:40])=[CH:39][C:32]=2[F:31])[CH:7]=1)(=[O:3])[CH3:2]. The catalyst class is: 483. (7) Reactant: [CH3:1][S:2]([NH:5][C:6]1[CH:7]=[C:8](B(O)O)[CH:9]=[CH:10][CH:11]=1)(=[O:4])=[O:3].I[C:16]1[C:24]2[C:19](=[N:20][CH:21]=[N:22][C:23]=2[NH2:25])[N:18]([CH:26]([CH3:28])[CH3:27])[N:17]=1.C([O-])([O-])=O.[Na+].[Na+]. Product: [NH2:25][C:23]1[N:22]=[CH:21][N:20]=[C:19]2[N:18]([CH:26]([CH3:28])[CH3:27])[N:17]=[C:16]([C:8]3[CH:7]=[C:6]([NH:5][S:2]([CH3:1])(=[O:4])=[O:3])[CH:11]=[CH:10][CH:9]=3)[C:24]=12. The catalyst class is: 414. (8) Reactant: [CH3:1][CH:2]1[CH2:7][CH2:6][CH2:5][CH:4]([OH:8])[CH2:3]1.[CH3:9][S:10](Cl)(=[O:12])=[O:11].O. Product: [CH3:9][S:10]([O:8][CH:4]1[CH2:5][CH2:6][CH2:7][CH:2]([CH3:1])[CH2:3]1)(=[O:12])=[O:11]. The catalyst class is: 17.